Dataset: Full USPTO retrosynthesis dataset with 1.9M reactions from patents (1976-2016). Task: Predict the reactants needed to synthesize the given product. (1) Given the product [CH3:1][O:2][C:3]1[N:10]=[CH:9][C:8]([N:11]2[CH2:16][CH2:15][O:14][C:13]3[CH:17]=[CH:18][C:19]([O:21][C@H:22]4[CH2:26][CH2:25][N:24]([CH2:27][CH:28]5[CH2:29][CH2:30][N:31]([CH3:37])[CH2:32][CH2:33]5)[CH2:23]4)=[CH:20][C:12]2=3)=[CH:7][C:4]=1[C:5]#[N:6], predict the reactants needed to synthesize it. The reactants are: [CH3:1][O:2][C:3]1[N:10]=[CH:9][C:8]([N:11]2[CH2:16][CH2:15][O:14][C:13]3[CH:17]=[CH:18][C:19]([O:21][C@H:22]4[CH2:26][CH2:25][N:24]([CH2:27][CH:28]5[CH2:33][CH2:32][NH:31][CH2:30][CH2:29]5)[CH2:23]4)=[CH:20][C:12]2=3)=[CH:7][C:4]=1[C:5]#[N:6].C=O.[BH3-][C:37]#N.[Na+]. (2) The reactants are: [CH:1]([C:3]1[CH:11]=C(C(O)=O)[C:6]([OH:12])=[CH:5][CH:4]=1)=[O:2].[C:13](=O)([O-])[O-].[K+].[K+].CI.[C:21]([O:24][CH2:25]C)(=[O:23])[CH3:22].CCCCCC. Given the product [CH3:13][O:12][C:6]1[CH:5]=[CH:4][C:3]([CH:1]=[O:2])=[CH:11][C:22]=1[C:21]([O:24][CH3:25])=[O:23], predict the reactants needed to synthesize it. (3) Given the product [Cl:51][C:31]1[C:32]([NH:34][C:35]2[CH:40]=[CH:39][C:38]([P:41]([CH3:44])([CH3:43])=[O:42])=[CH:37][C:36]=2[S:45]([CH:48]([CH3:50])[CH3:49])(=[O:47])=[O:46])=[N:33][C:28]([NH:69][C:67]2[S:68][C:64]([N:61]3[CH2:60][CH2:59][N:58]([C:53]4[CH:54]=[CH:55][CH:56]=[CH:57][N:52]=4)[CH2:63][CH2:62]3)=[N:65][N:66]=2)=[N:29][CH:30]=1, predict the reactants needed to synthesize it. The reactants are: CP(C1C=CC(N)=C(S(C(C)C)(=O)=O)C=1)(C)=O.ClC1N=C(Cl)C(Cl)=CN=1.Cl[C:28]1[N:33]=[C:32]([NH:34][C:35]2[CH:40]=[CH:39][C:38]([P:41]([CH3:44])([CH3:43])=[O:42])=[CH:37][C:36]=2[S:45]([CH:48]([CH3:50])[CH3:49])(=[O:47])=[O:46])[C:31]([Cl:51])=[CH:30][N:29]=1.[N:52]1[CH:57]=[CH:56][CH:55]=[CH:54][C:53]=1[N:58]1[CH2:63][CH2:62][N:61]([C:64]2[S:68][C:67]([NH2:69])=[N:66][N:65]=2)[CH2:60][CH2:59]1. (4) Given the product [CH3:17][O:16][C:15](=[O:25])[C@@H:10]([NH2:11])[CH2:9][CH2:8][C:5]1[CH:6]=[CH:7][C:2]([Cl:1])=[CH:3][CH:4]=1, predict the reactants needed to synthesize it. The reactants are: [Cl:1][C:2]1[CH:7]=[CH:6][C:5]([CH2:8][CH2:9][C@H:10]2[C:15]([O:16][CH3:17])=N[C@H](C(C)C)C(OC)=[N:11]2)=[CH:4][CH:3]=1.O.C(O)(C(F)(F)F)=[O:25].C([O-])([O-])=O.[Na+].[Na+]. (5) The reactants are: [OH:1][C:2]1[CH:3]=[C:4]([CH:11]=[CH:12][C:13]=1[O:14][CH3:15])[CH2:5][S:6][CH2:7][C:8]([OH:10])=[O:9].C1C=C(Cl)C=C(C(OO)=[O:24])C=1. Given the product [OH:1][C:2]1[CH:3]=[C:4]([CH:11]=[CH:12][C:13]=1[O:14][CH3:15])[CH2:5][S:6]([CH2:7][C:8]([OH:10])=[O:9])=[O:24], predict the reactants needed to synthesize it. (6) Given the product [NH:7]1[CH:11]=[N:10][C:9]([C:12]2[N:17]=[CH:16][C:15]([C:18]3[N:19]=[C:20]4[N:27]([CH:28]5[CH2:29][CH2:30][O:31][CH2:32][CH2:33]5)[CH2:26][C:25](=[O:34])[NH:24][C:21]4=[N:22][CH:23]=3)=[CH:14][CH:13]=2)=[N:8]1, predict the reactants needed to synthesize it. The reactants are: O1CCCCC1[N:7]1[CH:11]=[N:10][C:9]([C:12]2[N:17]=[CH:16][C:15]([C:18]3[N:19]=[C:20]4[N:27]([CH:28]5[CH2:33][CH2:32][O:31][CH2:30][CH2:29]5)[CH2:26][C:25](=[O:34])[NH:24][C:21]4=[N:22][CH:23]=3)=[CH:14][CH:13]=2)=[N:8]1. (7) The reactants are: [OH:1][C:2]1[CH:3]=[C:4]([CH:8]=[CH:9][C:10]=1[I:11])[C:5]([OH:7])=O.C(Cl)(=O)C(Cl)=O.[NH:18]1[CH2:23][CH2:22][O:21][CH2:20][CH2:19]1.Cl. Given the product [OH:1][C:2]1[CH:3]=[C:4]([C:5]([N:18]2[CH2:23][CH2:22][O:21][CH2:20][CH2:19]2)=[O:7])[CH:8]=[CH:9][C:10]=1[I:11], predict the reactants needed to synthesize it.